From a dataset of NCI-60 drug combinations with 297,098 pairs across 59 cell lines. Regression. Given two drug SMILES strings and cell line genomic features, predict the synergy score measuring deviation from expected non-interaction effect. (1) Drug 1: CNC(=O)C1=CC=CC=C1SC2=CC3=C(C=C2)C(=NN3)C=CC4=CC=CC=N4. Drug 2: CC1C(C(CC(O1)OC2CC(OC(C2O)C)OC3=CC4=CC5=C(C(=O)C(C(C5)C(C(=O)C(C(C)O)O)OC)OC6CC(C(C(O6)C)O)OC7CC(C(C(O7)C)O)OC8CC(C(C(O8)C)O)(C)O)C(=C4C(=C3C)O)O)O)O. Cell line: MDA-MB-435. Synergy scores: CSS=10.0, Synergy_ZIP=15.2, Synergy_Bliss=19.1, Synergy_Loewe=17.8, Synergy_HSA=17.3. (2) Drug 1: CC1C(C(=O)NC(C(=O)N2CCCC2C(=O)N(CC(=O)N(C(C(=O)O1)C(C)C)C)C)C(C)C)NC(=O)C3=C4C(=C(C=C3)C)OC5=C(C(=O)C(=C(C5=N4)C(=O)NC6C(OC(=O)C(N(C(=O)CN(C(=O)C7CCCN7C(=O)C(NC6=O)C(C)C)C)C)C(C)C)C)N)C. Drug 2: CC12CCC3C(C1CCC2O)C(CC4=C3C=CC(=C4)O)CCCCCCCCCS(=O)CCCC(C(F)(F)F)(F)F. Cell line: A498. Synergy scores: CSS=13.3, Synergy_ZIP=7.28, Synergy_Bliss=11.1, Synergy_Loewe=-10.1, Synergy_HSA=9.10. (3) Drug 1: C1=C(C(=O)NC(=O)N1)N(CCCl)CCCl. Drug 2: B(C(CC(C)C)NC(=O)C(CC1=CC=CC=C1)NC(=O)C2=NC=CN=C2)(O)O. Cell line: CCRF-CEM. Synergy scores: CSS=54.5, Synergy_ZIP=-2.53, Synergy_Bliss=-1.76, Synergy_Loewe=-0.467, Synergy_HSA=1.73. (4) Cell line: SW-620. Drug 1: CN1CCC(CC1)COC2=C(C=C3C(=C2)N=CN=C3NC4=C(C=C(C=C4)Br)F)OC. Synergy scores: CSS=60.0, Synergy_ZIP=14.4, Synergy_Bliss=12.7, Synergy_Loewe=4.39, Synergy_HSA=13.0. Drug 2: C1=CC(=C2C(=C1NCCNCCO)C(=O)C3=C(C=CC(=C3C2=O)O)O)NCCNCCO. (5) Drug 1: CC1=C2C(C(=O)C3(C(CC4C(C3C(C(C2(C)C)(CC1OC(=O)C(C(C5=CC=CC=C5)NC(=O)OC(C)(C)C)O)O)OC(=O)C6=CC=CC=C6)(CO4)OC(=O)C)O)C)O. Drug 2: CNC(=O)C1=NC=CC(=C1)OC2=CC=C(C=C2)NC(=O)NC3=CC(=C(C=C3)Cl)C(F)(F)F. Cell line: RPMI-8226. Synergy scores: CSS=55.4, Synergy_ZIP=44.4, Synergy_Bliss=46.2, Synergy_Loewe=30.8, Synergy_HSA=31.8. (6) Drug 1: COC1=C(C=C2C(=C1)N=CN=C2NC3=CC(=C(C=C3)F)Cl)OCCCN4CCOCC4. Drug 2: CC(C)NC(=O)C1=CC=C(C=C1)CNNC.Cl. Cell line: OVCAR-8. Synergy scores: CSS=27.7, Synergy_ZIP=-0.325, Synergy_Bliss=5.44, Synergy_Loewe=-11.0, Synergy_HSA=4.68. (7) Drug 2: CC1CCC2CC(C(=CC=CC=CC(CC(C(=O)C(C(C(=CC(C(=O)CC(OC(=O)C3CCCCN3C(=O)C(=O)C1(O2)O)C(C)CC4CCC(C(C4)OC)O)C)C)O)OC)C)C)C)OC. Drug 1: CC1OCC2C(O1)C(C(C(O2)OC3C4COC(=O)C4C(C5=CC6=C(C=C35)OCO6)C7=CC(=C(C(=C7)OC)O)OC)O)O. Synergy scores: CSS=50.5, Synergy_ZIP=-4.73, Synergy_Bliss=-3.26, Synergy_Loewe=0.0335, Synergy_HSA=1.43. Cell line: CCRF-CEM. (8) Drug 1: C1=CN(C(=O)N=C1N)C2C(C(C(O2)CO)O)O.Cl. Drug 2: B(C(CC(C)C)NC(=O)C(CC1=CC=CC=C1)NC(=O)C2=NC=CN=C2)(O)O. Cell line: OVCAR-4. Synergy scores: CSS=38.8, Synergy_ZIP=-1.46, Synergy_Bliss=-0.0170, Synergy_Loewe=-0.0417, Synergy_HSA=0.556.